Dataset: Reaction yield outcomes from USPTO patents with 853,638 reactions. Task: Predict the reaction yield, written as a fraction of the theoretical maximum amount of product (1.0 means a 100% yield; for example, 0.34 means a 34% yield). (1) The yield is 0.870. The product is [F:1][C:2]1[CH:7]=[CH:6][C:5]([C@H:8]([N:10]2[CH2:11][CH2:12][N:13]([C:17]3[CH:18]=[CH:19][C:20]4[N:21]([C:23]([C:26]([F:27])([F:29])[F:28])=[N:24][N:25]=4)[N:22]=3)[CH2:14][CH2:15]2)[CH3:9])=[CH:4][CH:3]=1. No catalyst specified. The reactants are [F:1][C:2]1[CH:7]=[CH:6][C:5]([C@H:8]([N:10]2[CH2:15][CH2:14][NH:13][CH2:12][CH2:11]2)[CH3:9])=[CH:4][CH:3]=1.Cl[C:17]1[CH:18]=[CH:19][C:20]2[N:21]([C:23]([C:26]([F:29])([F:28])[F:27])=[N:24][N:25]=2)[N:22]=1. (2) The reactants are CO[C:3](=[O:24])[C:4]1[CH:9]=[CH:8][C:7]([O:10][CH2:11][C:12]2[C:13]([C:18]3[CH:23]=[CH:22][CH:21]=[CH:20][CH:19]=3)=[N:14][O:15][C:16]=2[CH3:17])=[N:6][CH:5]=1.[NH2:25][CH2:26][CH2:27][CH2:28][CH2:29][OH:30].N12CCCNC1=NCCC2.C(=O)(O)[O-].[Na+]. The catalyst is C1(C)C=CC=CC=1. The product is [OH:30][CH2:29][CH2:28][CH2:27][CH2:26][NH:25][C:3](=[O:24])[C:4]1[CH:9]=[CH:8][C:7]([O:10][CH2:11][C:12]2[C:13]([C:18]3[CH:19]=[CH:20][CH:21]=[CH:22][CH:23]=3)=[N:14][O:15][C:16]=2[CH3:17])=[N:6][CH:5]=1. The yield is 0.370. (3) The reactants are [C:1]1([N:7]2[CH:11]=[CH:10][N:9]=[C:8]2[C:12]2[CH:13]=[C:14]([OH:18])[CH:15]=[CH:16][CH:17]=2)[CH:6]=[CH:5][CH:4]=[CH:3][CH:2]=1.I[C:20]1[CH:21]=[C:22]([C:26]2[N:27]([C:31]3[CH:36]=[CH:35][CH:34]=[CH:33][CH:32]=3)[CH:28]=[CH:29][N:30]=2)[CH:23]=[CH:24][CH:25]=1.N1C=CC=CC=1C(O)=O.O.[O-]P([O-])([O-])=O.[K+].[K+].[K+]. The catalyst is C(OCC)(=O)C.O.[Cu]I.CS(C)=O. The product is [O:18]([C:24]1[CH:23]=[C:22]([C:26]2[N:27]([C:31]3[CH:36]=[CH:35][CH:34]=[CH:33][CH:32]=3)[CH:28]=[CH:29][N:30]=2)[CH:21]=[CH:20][CH:25]=1)[C:14]1[CH:13]=[C:12]([C:8]2[N:7]([C:1]3[CH:6]=[CH:5][CH:4]=[CH:3][CH:2]=3)[CH:11]=[CH:10][N:9]=2)[CH:17]=[CH:16][CH:15]=1. The yield is 0.430. (4) The reactants are [C:1]([C:5]1[CH:10]=[C:9]([NH:11][C:12]([C:14]2[N:15]([CH3:31])[C:16]3[C:21]([CH:22]=2)=[CH:20][CH:19]=[CH:18][C:17]=3[O:23]CC2C=CC=CC=2)=[O:13])[C:8]([O:32][CH3:33])=[CH:7][N:6]=1)([CH3:4])([CH3:3])[CH3:2]. The catalyst is C(O)C.C(OCC)(=O)C.[OH-].[OH-].[Pd+2]. The product is [C:1]([C:5]1[CH:10]=[C:9]([NH:11][C:12]([C:14]2[N:15]([CH3:31])[C:16]3[C:21]([CH:22]=2)=[CH:20][CH:19]=[CH:18][C:17]=3[OH:23])=[O:13])[C:8]([O:32][CH3:33])=[CH:7][N:6]=1)([CH3:4])([CH3:2])[CH3:3]. The yield is 0.990.